Task: Regression/Classification. Given a drug SMILES string, predict its toxicity properties. Task type varies by dataset: regression for continuous values (e.g., LD50, hERG inhibition percentage) or binary classification for toxic/non-toxic outcomes (e.g., AMES mutagenicity, cardiotoxicity, hepatotoxicity). Dataset: herg_karim.. Dataset: hERG potassium channel inhibition data for cardiac toxicity prediction from Karim et al. (1) The result is 1 (blocker). The compound is Cc1cc2ncc3c(n2n1)CN([C@H]1CC[C@H](c2cc(F)c(F)cc2F)[C@@H](N)C1)C3. (2) The drug is CO[C@H](CN1CCN(C(=O)Cc2ccc(-n3cnnn3)nc2)CC1)c1ccc2c(c1C)COC2=O. The result is 0 (non-blocker). (3) The molecule is COCCOc1ccc2nc(-c3ccccc3O)nc(N[C@H]3CCNC3)c2c1. The result is 1 (blocker). (4) The molecule is CCCC1(C(=O)c2cc(F)c3[nH]ccc3c2)CCCN1. The result is 1 (blocker). (5) The drug is C[C@]1(c2nc3c(C(N)=O)cccc3[nH]2)CCCN1. The result is 0 (non-blocker).